Dataset: Full USPTO retrosynthesis dataset with 1.9M reactions from patents (1976-2016). Task: Predict the reactants needed to synthesize the given product. Given the product [O:25]1[CH2:26][CH2:27][N:22]([CH2:21][CH2:20][CH2:19][N:16]2[CH2:17][CH2:18][N:14]([CH:11]3[CH2:12][CH2:13][NH:8][CH2:9][CH2:10]3)[C:15]2=[C:28]([C:29]#[N:30])[C:31]#[N:32])[CH2:23][CH2:24]1, predict the reactants needed to synthesize it. The reactants are: C([N:8]1[CH2:13][CH2:12][CH:11]([N:14]2[CH2:18][CH2:17][N:16]([CH2:19][CH2:20][CH2:21][N:22]3[CH2:27][CH2:26][O:25][CH2:24][CH2:23]3)[C:15]2=[C:28]([C:31]#[N:32])[C:29]#[N:30])[CH2:10][CH2:9]1)C1C=CC=CC=1.ClC(OC(Cl)C)=O.